Dataset: NCI-60 drug combinations with 297,098 pairs across 59 cell lines. Task: Regression. Given two drug SMILES strings and cell line genomic features, predict the synergy score measuring deviation from expected non-interaction effect. (1) Cell line: NCI/ADR-RES. Drug 1: CC1C(C(CC(O1)OC2CC(CC3=C2C(=C4C(=C3O)C(=O)C5=C(C4=O)C(=CC=C5)OC)O)(C(=O)C)O)N)O.Cl. Synergy scores: CSS=2.75, Synergy_ZIP=0.188, Synergy_Bliss=0.729, Synergy_Loewe=-1.62, Synergy_HSA=-1.47. Drug 2: C1=NC(=NC(=O)N1C2C(C(C(O2)CO)O)O)N. (2) Drug 1: CC1C(C(CC(O1)OC2CC(OC(C2O)C)OC3=CC4=CC5=C(C(=O)C(C(C5)C(C(=O)C(C(C)O)O)OC)OC6CC(C(C(O6)C)O)OC7CC(C(C(O7)C)O)OC8CC(C(C(O8)C)O)(C)O)C(=C4C(=C3C)O)O)O)O. Drug 2: C(CN)CNCCSP(=O)(O)O. Cell line: HS 578T. Synergy scores: CSS=23.3, Synergy_ZIP=0.799, Synergy_Bliss=1.10, Synergy_Loewe=-61.3, Synergy_HSA=0.0365. (3) Drug 1: C1CN1C2=NC(=NC(=N2)N3CC3)N4CC4. Drug 2: CC1=CC2C(CCC3(C2CCC3(C(=O)C)OC(=O)C)C)C4(C1=CC(=O)CC4)C. Cell line: MCF7. Synergy scores: CSS=13.9, Synergy_ZIP=-5.72, Synergy_Bliss=-1.02, Synergy_Loewe=-8.43, Synergy_HSA=-2.02. (4) Drug 2: CC(C1=C(C=CC(=C1Cl)F)Cl)OC2=C(N=CC(=C2)C3=CN(N=C3)C4CCNCC4)N. Synergy scores: CSS=18.9, Synergy_ZIP=-10.5, Synergy_Bliss=-1.35, Synergy_Loewe=-10.9, Synergy_HSA=-4.62. Drug 1: CC1OCC2C(O1)C(C(C(O2)OC3C4COC(=O)C4C(C5=CC6=C(C=C35)OCO6)C7=CC(=C(C(=C7)OC)O)OC)O)O. Cell line: BT-549. (5) Drug 1: C1CCC(CC1)NC(=O)N(CCCl)N=O. Drug 2: CC1=C(C=C(C=C1)NC(=O)C2=CC=C(C=C2)CN3CCN(CC3)C)NC4=NC=CC(=N4)C5=CN=CC=C5. Cell line: NCI-H460. Synergy scores: CSS=1.71, Synergy_ZIP=-3.74, Synergy_Bliss=-1.89, Synergy_Loewe=-4.18, Synergy_HSA=-3.37. (6) Drug 1: C1=CC(=CC=C1CC(C(=O)O)N)N(CCCl)CCCl.Cl. Drug 2: CNC(=O)C1=NC=CC(=C1)OC2=CC=C(C=C2)NC(=O)NC3=CC(=C(C=C3)Cl)C(F)(F)F. Cell line: OVCAR-4. Synergy scores: CSS=5.98, Synergy_ZIP=-3.74, Synergy_Bliss=-1.79, Synergy_Loewe=-6.05, Synergy_HSA=-5.87.